This data is from Catalyst prediction with 721,799 reactions and 888 catalyst types from USPTO. The task is: Predict which catalyst facilitates the given reaction. (1) Reactant: [NH2:1][C:2]1[CH:3]=[C:4]([C:9]([CH2:15][CH2:16][CH3:17])=[CH:10][C:11]([O:13][CH3:14])=[O:12])[CH:5]=[CH:6][C:7]=1[Cl:8].NC1C=C(C(=CCC)CC(OC)=O)C=CC=1Cl. Product: [NH2:1][C:2]1[CH:3]=[C:4]([CH:9]([CH2:15][CH2:16][CH3:17])[CH2:10][C:11]([O:13][CH3:14])=[O:12])[CH:5]=[CH:6][C:7]=1[Cl:8]. The catalyst class is: 78. (2) Reactant: [C:1]([O:5][C:6](=[O:15])[C:7]1[CH:12]=[C:11]([Cl:13])[C:10](Cl)=[N:9][CH:8]=1)([CH3:4])([CH3:3])[CH3:2].[CH3:16]N1C(=O)CCC1.C[Mg]Cl.C[Mg]Br. Product: [C:1]([O:5][C:6](=[O:15])[C:7]1[CH:12]=[C:11]([Cl:13])[C:10]([CH3:16])=[N:9][CH:8]=1)([CH3:4])([CH3:3])[CH3:2]. The catalyst class is: 1. (3) The catalyst class is: 29. Product: [NH2:29][C@H:18]([CH2:19][O:20][C:21]1[CH:26]=[CH:25][C:24]([C:27]#[N:28])=[CH:23][CH:22]=1)[CH2:17][N:12]1[CH2:11][CH:10]2[CH:9]([N:8]([CH3:40])[C:6](=[O:7])[O:5][C:1]([CH3:2])([CH3:4])[CH3:3])[CH:14]([CH2:15][CH2:16]2)[CH2:13]1. Reactant: [C:1]([O:5][C:6]([N:8]([CH3:40])[CH:9]1[CH:14]2[CH2:15][CH2:16][CH:10]1[CH2:11][N:12]([CH2:17][C@H:18]([NH:29]C(=O)OCC1C=CC=CC=1)[CH2:19][O:20][C:21]1[CH:26]=[CH:25][C:24]([C:27]#[N:28])=[CH:23][CH:22]=1)[CH2:13]2)=[O:7])([CH3:4])([CH3:3])[CH3:2]. (4) Reactant: C(=O)([O-])[O-].[K+].[K+].COCCOC.O.Br[C:15]1[CH:16]=[N:17][C:18]([O:21][CH:22]2[CH2:27][CH2:26][N:25]([C:28]([O:30][C:31]([CH3:34])([CH3:33])[CH3:32])=[O:29])[CH2:24][CH2:23]2)=[N:19][CH:20]=1.[C:35]1(B(O)O)[CH:40]=[CH:39][CH:38]=[CH:37][CH:36]=1. Product: [C:35]1([C:15]2[CH:16]=[N:17][C:18]([O:21][CH:22]3[CH2:27][CH2:26][N:25]([C:28]([O:30][C:31]([CH3:34])([CH3:33])[CH3:32])=[O:29])[CH2:24][CH2:23]3)=[N:19][CH:20]=2)[CH:40]=[CH:39][CH:38]=[CH:37][CH:36]=1. The catalyst class is: 103.